This data is from NCI-60 drug combinations with 297,098 pairs across 59 cell lines. The task is: Regression. Given two drug SMILES strings and cell line genomic features, predict the synergy score measuring deviation from expected non-interaction effect. (1) Drug 1: C1=CC(=C2C(=C1NCCNCCO)C(=O)C3=C(C=CC(=C3C2=O)O)O)NCCNCCO. Drug 2: CCC1(CC2CC(C3=C(CCN(C2)C1)C4=CC=CC=C4N3)(C5=C(C=C6C(=C5)C78CCN9C7C(C=CC9)(C(C(C8N6C)(C(=O)OC)O)OC(=O)C)CC)OC)C(=O)OC)O.OS(=O)(=O)O. Cell line: M14. Synergy scores: CSS=28.4, Synergy_ZIP=-3.92, Synergy_Bliss=-4.92, Synergy_Loewe=-8.15, Synergy_HSA=-1.96. (2) Drug 1: C1CC(C1)(C(=O)O)C(=O)O.[NH2-].[NH2-].[Pt+2]. Drug 2: CN1C(=O)N2C=NC(=C2N=N1)C(=O)N. Cell line: OVCAR-8. Synergy scores: CSS=4.09, Synergy_ZIP=0.267, Synergy_Bliss=4.19, Synergy_Loewe=1.14, Synergy_HSA=1.88. (3) Drug 1: C1C(C(OC1N2C=C(C(=O)NC2=O)F)CO)O. Drug 2: C1CN(P(=O)(OC1)NCCCl)CCCl. Cell line: UACC62. Synergy scores: CSS=16.4, Synergy_ZIP=-2.16, Synergy_Bliss=3.41, Synergy_Loewe=-62.5, Synergy_HSA=3.08. (4) Drug 1: CCC(=C(C1=CC=CC=C1)C2=CC=C(C=C2)OCCN(C)C)C3=CC=CC=C3.C(C(=O)O)C(CC(=O)O)(C(=O)O)O. Drug 2: C#CCC(CC1=CN=C2C(=N1)C(=NC(=N2)N)N)C3=CC=C(C=C3)C(=O)NC(CCC(=O)O)C(=O)O. Cell line: T-47D. Synergy scores: CSS=-1.08, Synergy_ZIP=6.86, Synergy_Bliss=18.0, Synergy_Loewe=7.13, Synergy_HSA=6.19. (5) Drug 1: C1CCC(C1)C(CC#N)N2C=C(C=N2)C3=C4C=CNC4=NC=N3. Drug 2: C1=CC(=CC=C1CC(C(=O)O)N)N(CCCl)CCCl.Cl. Cell line: A549. Synergy scores: CSS=42.8, Synergy_ZIP=-6.21, Synergy_Bliss=4.28, Synergy_Loewe=-0.933, Synergy_HSA=3.80. (6) Drug 1: CC1C(C(CC(O1)OC2CC(OC(C2O)C)OC3=CC4=CC5=C(C(=O)C(C(C5)C(C(=O)C(C(C)O)O)OC)OC6CC(C(C(O6)C)O)OC7CC(C(C(O7)C)O)OC8CC(C(C(O8)C)O)(C)O)C(=C4C(=C3C)O)O)O)O. Drug 2: C(=O)(N)NO. Cell line: NCI-H226. Synergy scores: CSS=40.3, Synergy_ZIP=1.93, Synergy_Bliss=2.28, Synergy_Loewe=-37.5, Synergy_HSA=-0.152. (7) Drug 1: CC1=CC2C(CCC3(C2CCC3(C(=O)C)OC(=O)C)C)C4(C1=CC(=O)CC4)C. Drug 2: CCC1(CC2CC(C3=C(CCN(C2)C1)C4=CC=CC=C4N3)(C5=C(C=C6C(=C5)C78CCN9C7C(C=CC9)(C(C(C8N6C=O)(C(=O)OC)O)OC(=O)C)CC)OC)C(=O)OC)O.OS(=O)(=O)O. Cell line: MCF7. Synergy scores: CSS=43.5, Synergy_ZIP=15.1, Synergy_Bliss=13.7, Synergy_Loewe=-39.6, Synergy_HSA=1.88. (8) Drug 1: C1CCN(CC1)CCOC2=CC=C(C=C2)C(=O)C3=C(SC4=C3C=CC(=C4)O)C5=CC=C(C=C5)O. Drug 2: C1=CC=C(C=C1)NC(=O)CCCCCCC(=O)NO. Cell line: M14. Synergy scores: CSS=-2.25, Synergy_ZIP=1.67, Synergy_Bliss=1.82, Synergy_Loewe=-15.0, Synergy_HSA=-2.40. (9) Drug 1: CC1=C2C(C(=O)C3(C(CC4C(C3C(C(C2(C)C)(CC1OC(=O)C(C(C5=CC=CC=C5)NC(=O)OC(C)(C)C)O)O)OC(=O)C6=CC=CC=C6)(CO4)OC(=O)C)OC)C)OC. Drug 2: CC1=C(C=C(C=C1)NC(=O)C2=CC=C(C=C2)CN3CCN(CC3)C)NC4=NC=CC(=N4)C5=CN=CC=C5. Cell line: HOP-92. Synergy scores: CSS=31.2, Synergy_ZIP=0.296, Synergy_Bliss=-1.13, Synergy_Loewe=-24.6, Synergy_HSA=0.0618. (10) Drug 1: CC1=C2C(C(=O)C3(C(CC4C(C3C(C(C2(C)C)(CC1OC(=O)C(C(C5=CC=CC=C5)NC(=O)OC(C)(C)C)O)O)OC(=O)C6=CC=CC=C6)(CO4)OC(=O)C)OC)C)OC. Drug 2: CCC1(CC2CC(C3=C(CCN(C2)C1)C4=CC=CC=C4N3)(C5=C(C=C6C(=C5)C78CCN9C7C(C=CC9)(C(C(C8N6C=O)(C(=O)OC)O)OC(=O)C)CC)OC)C(=O)OC)O.OS(=O)(=O)O. Cell line: HCC-2998. Synergy scores: CSS=78.9, Synergy_ZIP=14.1, Synergy_Bliss=10.9, Synergy_Loewe=8.85, Synergy_HSA=14.0.